Dataset: Forward reaction prediction with 1.9M reactions from USPTO patents (1976-2016). Task: Predict the product of the given reaction. (1) Given the reactants [CH2:1]1[C:5]2([CH2:11][CH2:10][CH:9]=[CH:8][CH2:7][CH2:6]2)[CH2:4][CH2:3][CH:2]1[CH:12]=[O:13].[BH4-].[Na+].Cl, predict the reaction product. The product is: [CH2:1]1[C:5]2([CH2:11][CH2:10][CH:9]=[CH:8][CH2:7][CH2:6]2)[CH2:4][CH2:3][CH:2]1[CH2:12][OH:13]. (2) Given the reactants [SH:1][C:2]1[CH:7]=[CH:6][CH:5]=[CH:4][N:3]=1.[H-].[Na+].Br[C:11]1[N:16]=[CH:15][C:14]([CH:17]=[O:18])=[CH:13][CH:12]=1.O, predict the reaction product. The product is: [N:3]1[CH:4]=[CH:5][CH:6]=[CH:7][C:2]=1[S:1][C:11]1[N:16]=[CH:15][C:14]([CH:17]=[O:18])=[CH:13][CH:12]=1.